This data is from Full USPTO retrosynthesis dataset with 1.9M reactions from patents (1976-2016). The task is: Predict the reactants needed to synthesize the given product. (1) Given the product [CH3:14][S:15]([N:11]1[CH2:12][CH2:13][C@H:9]([NH2:8])[CH2:10]1)(=[O:17])=[O:16], predict the reactants needed to synthesize it. The reactants are: C(OC([NH:8][C@H:9]1[CH2:13][CH2:12][NH:11][CH2:10]1)=O)(C)(C)C.[CH3:14][S:15](Cl)(=[O:17])=[O:16]. (2) Given the product [CH3:22][CH:21]([CH2:23][C@@H:24]1[N:33]2[C:34]([C@@:36]([NH:41][C:42]([C@@H:44]3[CH:60]=[C:59]4[C@@H:47]([CH2:48][C:49]5[C:50]6[C:51]4=[CH:52][CH:53]=[CH:54][C:55]=6[NH:56][C:57]=5[Br:58])[N:46]([CH3:61])[CH2:45]3)=[O:43])([CH:38]([CH3:39])[CH3:40])[O:37][C@@:32]2([OH:62])[C@H:31]2[N:27]([CH2:28][CH2:29][CH2:30]2)[C:25]1=[O:26])=[O:35])[CH3:20], predict the reactants needed to synthesize it. The reactants are: C1C(CC2C=CC(N=C=O)=CC=2)=CC=C(N=C=O)C=1.[CH3:20][CH:21]([CH2:23][C@@H:24]1[N:33]2[C:34]([C@@:36]([NH:41][C:42]([C@@H:44]3[CH:60]=[C:59]4[C@@H:47]([CH2:48][C:49]5[C:50]6[C:51]4=[CH:52][CH:53]=[CH:54][C:55]=6[NH:56][C:57]=5[Br:58])[N:46]([CH3:61])[CH2:45]3)=[O:43])([CH:38]([CH3:40])[CH3:39])[O:37][C@@:32]2([OH:62])[C@H:31]2[N:27]([CH2:28][CH2:29][CH2:30]2)[C:25]1=[O:26])=[O:35])[CH3:22].CS(O)(=O)=O. (3) Given the product [CH3:1][N:2]1[C:6]2[CH:7]=[CH:8][C:9]([N:11]3[CH:16]=[C:15]([C:17]([OH:19])=[O:18])[C:14](=[O:22])[N:13]([CH:23]4[C:32]5[C:27](=[C:28]([C:33]([F:36])([F:35])[F:34])[CH:29]=[CH:30][CH:31]=5)[CH2:26][CH2:25][CH2:24]4)[C:12]3=[O:37])=[CH:10][C:5]=2[S:4][C:3]1=[O:38], predict the reactants needed to synthesize it. The reactants are: [CH3:1][N:2]1[C:6]2[CH:7]=[CH:8][C:9]([N:11]3[CH:16]=[C:15]([C:17]([O:19]CC)=[O:18])[C:14](=[O:22])[N:13]([CH:23]4[C:32]5[C:27](=[C:28]([C:33]([F:36])([F:35])[F:34])[CH:29]=[CH:30][CH:31]=5)[CH2:26][CH2:25][CH2:24]4)[C:12]3=[O:37])=[CH:10][C:5]=2[S:4][C:3]1=[O:38]. (4) Given the product [CH3:18][N:19]1[CH:23]=[C:22]([C:2]2[CH:7]=[C:6]([O:8][C:9]3[CH:10]=[N:11][C:12]([N+:15]([O-:17])=[O:16])=[CH:13][CH:14]=3)[CH:5]=[CH:4][N:3]=2)[CH:21]=[N:20]1, predict the reactants needed to synthesize it. The reactants are: Cl[C:2]1[CH:7]=[C:6]([O:8][C:9]2[CH:10]=[N:11][C:12]([N+:15]([O-:17])=[O:16])=[CH:13][CH:14]=2)[CH:5]=[CH:4][N:3]=1.[CH3:18][N:19]1[CH:23]=[C:22](B2OC(C)(C)C(C)(C)O2)[CH:21]=[N:20]1.C([O-])([O-])=O.[Cs+].[Cs+]. (5) Given the product [CH2:16]1[C:25]2[C:20](=[CH:21][CH:22]=[CH:23][CH:24]=2)[CH2:19][CH2:18][N:17]1[C:2]1[C:11]2[C:6](=[CH:7][C:8]([O:14][CH3:15])=[C:9]([O:12][CH3:13])[CH:10]=2)[N:5]=[N:4][CH:3]=1, predict the reactants needed to synthesize it. The reactants are: Br[C:2]1[C:11]2[C:6](=[CH:7][C:8]([O:14][CH3:15])=[C:9]([O:12][CH3:13])[CH:10]=2)[N:5]=[N:4][CH:3]=1.[CH2:16]1[C:25]2[C:20](=[CH:21][CH:22]=[CH:23][CH:24]=2)[CH2:19][CH2:18][NH:17]1.CC1(C)C2C=CC=C(P(C3C=CC=CC=3)C3C=CC=CC=3)C=2OC2C1=CC=CC=2P(C1C=CC=CC=1)C1C=CC=CC=1.CC(C)([O-])C.[Na+]. (6) Given the product [O:60]=[C:59]([N:61]1[CH2:62][CH2:63][CH:64]([O:67][C:68]2[CH:73]=[CH:72][CH:71]=[C:70]([C:74]([F:77])([F:75])[F:76])[CH:69]=2)[CH2:65][CH2:66]1)[CH2:58][NH:57][C:23]([C:21]1[N:20]=[N:19][N:18]([C:14]2[CH:13]=[CH:12][CH:17]=[CH:16][C:15]=2[C:2]#[N:3])[CH:22]=1)=[O:25], predict the reactants needed to synthesize it. The reactants are: C[CH2:2][N:3](C(C)C)C(C)C.C([C:12]1[CH:13]=[C:14]([N:18]2[CH:22]=[C:21]([C:23]([OH:25])=O)[N:20]=[N:19]2)[CH:15]=[CH:16][CH:17]=1)#N.NC1C=C(C=CC=1)C#N.C1C=CC2N(O)N=NC=2C=1.CCN=C=NCCCN(C)C.Cl.[NH2:57][CH2:58][C:59]([N:61]1[CH2:66][CH2:65][CH:64]([O:67][C:68]2[CH:73]=[CH:72][CH:71]=[C:70]([C:74]([F:77])([F:76])[F:75])[CH:69]=2)[CH2:63][CH2:62]1)=[O:60].